The task is: Predict the reaction yield, written as a fraction of the theoretical maximum amount of product (1.0 means a 100% yield; for example, 0.34 means a 34% yield).. This data is from Reaction yield outcomes from USPTO patents with 853,638 reactions. (1) The catalyst is O. The yield is 0.900. The product is [CH2:4]1[C:5]2[CH:14]=[CH:13][CH:12]=[CH:11][C:6]=2[CH2:7][C:8](=[O:15])[NH:9][C:3]1=[O:16]. The reactants are Br.Br[C:3]1[N:9]=[C:8](N)[CH2:7][C:6]2[CH:11]=[CH:12][CH:13]=[CH:14][C:5]=2[CH:4]=1.[OH2:15].[OH2:16].O.C([O-])(=O)C.[Na+]. (2) The yield is 0.640. The reactants are [NH2:1][C:2]1[CH:3]=[CH:4][C:5]([CH3:24])=[C:6]([CH:23]=1)[O:7][C:8]1[CH:9]=[CH:10][C:11]2[N:12]([CH:14]=[C:15]([NH:17][C:18]([CH:20]3[CH2:22][CH2:21]3)=[O:19])[N:16]=2)[N:13]=1.[CH3:25][N:26]1[C:30]([C:31](Cl)=[O:32])=[CH:29][C:28]([CH3:34])=[N:27]1.C(N(CC)CC)C. The catalyst is O1CCCC1.C(=O)([O-])O.[Na+]. The product is [CH:20]1([C:18]([NH:17][C:15]2[N:16]=[C:11]3[CH:10]=[CH:9][C:8]([O:7][C:6]4[CH:23]=[C:2]([NH:1][C:31]([C:30]5[N:26]([CH3:25])[N:27]=[C:28]([CH3:34])[CH:29]=5)=[O:32])[CH:3]=[CH:4][C:5]=4[CH3:24])=[N:13][N:12]3[CH:14]=2)=[O:19])[CH2:22][CH2:21]1.